This data is from Full USPTO retrosynthesis dataset with 1.9M reactions from patents (1976-2016). The task is: Predict the reactants needed to synthesize the given product. Given the product [OH:10][CH:9]([C:1]1[CH:6]=[CH:5][CH:4]=[CH:3][CH:2]=1)[C:11]1[CH:12]=[C:13]([CH:18]=[CH:19][CH:20]=1)[C:14]([OH:16])=[O:15], predict the reactants needed to synthesize it. The reactants are: [C:1]1([Mg]Br)[CH:6]=[CH:5][CH:4]=[CH:3][CH:2]=1.[CH:9]([C:11]1[CH:12]=[C:13]([CH:18]=[CH:19][CH:20]=1)[C:14]([O:16]C)=[O:15])=[O:10].